Dataset: Full USPTO retrosynthesis dataset with 1.9M reactions from patents (1976-2016). Task: Predict the reactants needed to synthesize the given product. Given the product [Br:1][C:2]1[CH:7]=[CH:6][C:5]2[C:8]3[C:13](=[CH:12][C:11]([Br:24])=[CH:10][CH:9]=3)[C:14]3([CH2:15][CH2:16][C:17](=[O:18])[CH2:22][CH2:23]3)[C:4]=2[CH:3]=1, predict the reactants needed to synthesize it. The reactants are: [Br:1][C:2]1[CH:7]=[CH:6][C:5]2[C:8]3[C:13]([C:14]4([CH2:23][CH2:22][C:17]5(OCC[O:18]5)[CH2:16][CH2:15]4)[C:4]=2[CH:3]=1)=[CH:12][C:11]([Br:24])=[CH:10][CH:9]=3.Cl.